This data is from Reaction yield outcomes from USPTO patents with 853,638 reactions. The task is: Predict the reaction yield, written as a fraction of the theoretical maximum amount of product (1.0 means a 100% yield; for example, 0.34 means a 34% yield). (1) The reactants are [CH3:1][O:2][C:3]1[CH:4]=[C:5]2[C:14](=[CH:15][CH:16]=1)[N:13]=[CH:12][C:11]1[O:10][CH2:9][CH:8]([N:17]3[CH:21]=[C:20]([NH2:22])[CH:19]=[N:18]3)[CH2:7][C:6]2=1.[O:23]=[C:24]1[NH:29][C:28]2[CH:30]=[C:31]([C:34](O)=[O:35])[CH:32]=[CH:33][C:27]=2[S:26][CH2:25]1. No catalyst specified. The product is [CH3:1][O:2][C:3]1[CH:4]=[C:5]2[C:14](=[CH:15][CH:16]=1)[N:13]=[CH:12][C:11]1[O:10][CH2:9][CH:8]([N:17]3[CH:21]=[C:20]([NH:22][C:34]([C:31]4[CH:32]=[CH:33][C:27]5[S:26][CH2:25][C:24](=[O:23])[NH:29][C:28]=5[CH:30]=4)=[O:35])[CH:19]=[N:18]3)[CH2:7][C:6]2=1. The yield is 0.580. (2) The yield is 0.670. The product is [N:34]1[CH:35]=[CH:36][C:31]([C:30]2[N:37]=[C:10]([CH2:9][NH:8][C:1](=[O:2])[O:3][C:4]([CH3:5])([CH3:6])[CH3:7])[O:12][N:29]=2)=[CH:32][CH:33]=1. The catalyst is CN(C=O)C.C1COCC1. The reactants are [C:1]([NH:8][CH2:9][C:10]([OH:12])=O)([O:3][C:4]([CH3:7])([CH3:6])[CH3:5])=[O:2].CN1CCOCC1.ClC(OCC(C)C)=O.O[NH:29][C:30](=[NH:37])[C:31]1[CH:36]=[CH:35][N:34]=[CH:33][CH:32]=1. (3) The reactants are [CH2:1]([NH:8][C:9]([C:11]1[S:15][C:14]([NH2:16])=[N:13][C:12]=1[C:17]([F:20])([F:19])[F:18])=[O:10])[C:2]1[CH:7]=[CH:6][CH:5]=[CH:4][CH:3]=1.[CH2:21]([C:26]1[CH:34]=[CH:33][C:29]([C:30](Cl)=[O:31])=[CH:28][CH:27]=1)[CH2:22][CH2:23][CH2:24][CH3:25]. No catalyst specified. The product is [CH2:21]([C:26]1[CH:34]=[CH:33][C:29]([C:30]([NH:16][C:14]2[S:15][C:11]([C:9]([NH:8][CH2:1][C:2]3[CH:7]=[CH:6][CH:5]=[CH:4][CH:3]=3)=[O:10])=[C:12]([C:17]([F:20])([F:18])[F:19])[N:13]=2)=[O:31])=[CH:28][CH:27]=1)[CH2:22][CH2:23][CH2:24][CH3:25]. The yield is 0.890. (4) The reactants are [C:1]([O:4][CH2:5][CH2:6][C:7]1[CH:12]=[CH:11][C:10]([C:13](=O)[CH2:14][CH2:15][C:16]([OH:18])=O)=[CH:9][CH:8]=1)(=[O:3])[CH3:2].O.[NH2:21][NH2:22]. The catalyst is C(O)C. The product is [O:18]=[C:16]1[NH:22][N:21]=[C:13]([C:10]2[CH:11]=[CH:12][C:7]([CH2:6][CH2:5][O:4][C:1](=[O:3])[CH3:2])=[CH:8][CH:9]=2)[CH2:14][CH2:15]1. The yield is 0.410. (5) The reactants are [CH3:1]C([O-])(C)C.[K+].O=[C:8]1[CH2:11][N:10]([C:12]([O:14][C:15]([CH3:18])([CH3:17])[CH3:16])=[O:13])[CH2:9]1. The catalyst is CCOCC.[Br-].C[P+](C1C=CC=CC=1)(C1C=CC=CC=1)C1C=CC=CC=1. The product is [CH2:1]=[C:8]1[CH2:11][N:10]([C:12]([O:14][C:15]([CH3:18])([CH3:17])[CH3:16])=[O:13])[CH2:9]1. The yield is 0.787. (6) The reactants are Br[C:2]1[CH:3]=[C:4]([N+:9]([O-:11])=[O:10])[C:5]([CH3:8])=[N:6][CH:7]=1.[CH3:12][Si:13]([C:16]#[CH:17])([CH3:15])[CH3:14]. The catalyst is C(N(CC)CC)C.Cl[Pd](Cl)([P](C1C=CC=CC=1)(C1C=CC=CC=1)C1C=CC=CC=1)[P](C1C=CC=CC=1)(C1C=CC=CC=1)C1C=CC=CC=1.[Cu]I. The product is [CH3:8][C:5]1[C:4]([N+:9]([O-:11])=[O:10])=[CH:3][C:2]([C:17]#[C:16][Si:13]([CH3:15])([CH3:14])[CH3:12])=[CH:7][N:6]=1. The yield is 0.910. (7) The reactants are [Cl:1][C:2]1[CH:3]=[CH:4][C:5]([O:24][CH3:25])=[C:6]([S:8]([N:11]2[C:19]3[C:14](=[C:15]([CH3:23])[CH:16]=[C:17]([C:20](O)=[O:21])[CH:18]=3)[CH2:13][CH2:12]2)(=[O:10])=[O:9])[CH:7]=1.[NH2:26][C:27]1[CH:37]=[CH:36][C:30]([C:31]([O:33][CH2:34][CH3:35])=[O:32])=[CH:29][CH:28]=1.CN1CCOCC1.F[P-](F)(F)(F)(F)F.N1(OC(N(C)C)=[N+](C)C)C2N=CC=CC=2N=N1. The catalyst is CN(C)C=O.CN(C)C1C=CN=CC=1. The product is [CH2:34]([O:33][C:31](=[O:32])[C:30]1[CH:29]=[CH:28][C:27]([NH:26][C:20]([C:17]2[CH:18]=[C:19]3[C:14]([CH2:13][CH2:12][N:11]3[S:8]([C:6]3[CH:7]=[C:2]([Cl:1])[CH:3]=[CH:4][C:5]=3[O:24][CH3:25])(=[O:9])=[O:10])=[C:15]([CH3:23])[CH:16]=2)=[O:21])=[CH:37][CH:36]=1)[CH3:35]. The yield is 0.910.